Dataset: TCR-epitope binding with 47,182 pairs between 192 epitopes and 23,139 TCRs. Task: Binary Classification. Given a T-cell receptor sequence (or CDR3 region) and an epitope sequence, predict whether binding occurs between them. (1) The epitope is GTITSGWTF. The TCR CDR3 sequence is CASRAGTSVPYEQYF. Result: 0 (the TCR does not bind to the epitope). (2) The epitope is MMISAGFSL. The TCR CDR3 sequence is CASSHIPGGPRGNYEQYF. Result: 0 (the TCR does not bind to the epitope). (3) The epitope is FQPTNGVGY. The TCR CDR3 sequence is CASLSADGELFF. Result: 0 (the TCR does not bind to the epitope). (4) The epitope is RTLNAWVKV. The TCR CDR3 sequence is CASSQEQWSGETSNYGYTF. Result: 1 (the TCR binds to the epitope).